From a dataset of Catalyst prediction with 721,799 reactions and 888 catalyst types from USPTO. Predict which catalyst facilitates the given reaction. (1) Reactant: [CH2:1]([NH:13][C:14](=[O:40])[C:15]1[CH:20]=[C:19]([C:21]2[CH:26]=[CH:25][C:24]([O:27][CH3:28])=[CH:23][CH:22]=2)[C:18](OCCO)=[C:17]([C:33]2[CH:38]=[CH:37][CH:36]=[CH:35][C:34]=2[F:39])[CH:16]=1)[CH2:2][CH2:3][CH2:4][CH2:5][CH2:6][CH2:7][CH2:8][CH2:9][CH2:10][CH2:11][CH3:12].CO.CC[O:45][C:46]([CH3:48])=[O:47].CC[O:51]C(C)=O.[K+].[Br-]. Product: [CH2:1]([NH:13][C:14]([C:15]1[CH:16]=[C:17]([C:33]2[C:34]([F:39])([O:51][CH2:48][C:46]([OH:45])=[O:47])[CH2:35][CH:36]=[CH:37][CH:38]=2)[CH:18]=[C:19]([C:21]2[CH:22]=[CH:23][C:24]([O:27][CH3:28])=[CH:25][CH:26]=2)[CH:20]=1)=[O:40])[CH2:2][CH2:3][CH2:4][CH2:5][CH2:6][CH2:7][CH2:8][CH2:9][CH2:10][CH2:11][CH3:12]. The catalyst class is: 106. (2) Reactant: O.[OH-].[Li+].[C:4]1([C:10]2[N:15]=[CH:14][C:13]([C:16]3([C:19]([O:21]CC)=[O:20])[CH2:18][CH2:17]3)=[CH:12][CH:11]=2)[CH:9]=[CH:8][CH:7]=[CH:6][CH:5]=1.Cl. Product: [C:4]1([C:10]2[N:15]=[CH:14][C:13]([C:16]3([C:19]([OH:21])=[O:20])[CH2:18][CH2:17]3)=[CH:12][CH:11]=2)[CH:5]=[CH:6][CH:7]=[CH:8][CH:9]=1. The catalyst class is: 24. (3) Reactant: Cl.[N:2]1[CH:7]=[CH:6][CH:5]=[CH:4][C:3]=1[N:8]([CH2:34][CH2:35][C:36]([O:38]CC)=[O:37])[C:9]([C:11]1[CH:33]=[CH:32][C:14]2[N:15]([CH3:31])[C:16]([CH2:18][NH:19][C:20]3[CH:25]=[CH:24][C:23]([C:26](=[NH:28])[NH2:27])=[CH:22][C:21]=3[O:29][CH3:30])=[N:17][C:13]=2[CH:12]=1)=[O:10].[OH-].[Na+]. Product: [N:2]1[CH:7]=[CH:6][CH:5]=[CH:4][C:3]=1[N:8]([CH2:34][CH2:35][C:36]([OH:38])=[O:37])[C:9]([C:11]1[CH:33]=[CH:32][C:14]2[N:15]([CH3:31])[C:16]([CH2:18][NH:19][C:20]3[CH:25]=[CH:24][C:23]([C:26](=[NH:27])[NH2:28])=[CH:22][C:21]=3[O:29][CH3:30])=[N:17][C:13]=2[CH:12]=1)=[O:10]. The catalyst class is: 429. (4) Reactant: [Br:1][C:2]1[C:3](Cl)=[N:4][C:5]([Cl:8])=[N:6][CH:7]=1.Cl.[C:11]([O:15][C:16](=[O:26])[NH:17][C@H:18]1[CH2:23][CH2:22][C@H:21]([CH2:24][NH2:25])[CH2:20][CH2:19]1)([CH3:14])([CH3:13])[CH3:12].CCN(C(C)C)C(C)C. Product: [C:11]([O:15][C:16](=[O:26])[NH:17][CH:18]1[CH2:19][CH2:20][CH:21]([CH2:24][NH:25][C:3]2[C:2]([Br:1])=[CH:7][N:6]=[C:5]([Cl:8])[N:4]=2)[CH2:22][CH2:23]1)([CH3:14])([CH3:12])[CH3:13]. The catalyst class is: 44. (5) Reactant: [CH2:1]([N:3]1[C:11]2[C:10](=[O:12])[CH2:9][C:8]([CH3:14])([CH3:13])[CH2:7][C:6]=2[C:5]([CH2:15][OH:16])=[N:4]1)[CH3:2].C1C=C[NH+]=CC=1.[O-][Cr](Cl)(=O)=O.C([O-])(O)=O.[Na+]. Product: [CH2:1]([N:3]1[C:11]2[C:10](=[O:12])[CH2:9][C:8]([CH3:13])([CH3:14])[CH2:7][C:6]=2[C:5]([CH:15]=[O:16])=[N:4]1)[CH3:2]. The catalyst class is: 2. (6) Reactant: [CH:1]1([NH:4][C:5](=[O:37])[NH:6][C:7]2[CH:35]=[CH:34][C:10]([O:11][C:12]3[CH:17]=[CH:16][N:15]=[C:14]4[CH:18]=[C:19]([C:21]5[CH2:26][CH2:25][N:24](C(OC(C)(C)C)=O)[CH2:23][CH:22]=5)[S:20][C:13]=34)=[C:9]([F:36])[CH:8]=2)[CH2:3][CH2:2]1.[ClH:38].CCOC(C)=O. Product: [ClH:38].[ClH:38].[CH:1]1([NH:4][C:5]([NH:6][C:7]2[CH:35]=[CH:34][C:10]([O:11][C:12]3[CH:17]=[CH:16][N:15]=[C:14]4[CH:18]=[C:19]([C:21]5[CH2:26][CH2:25][NH:24][CH2:23][CH:22]=5)[S:20][C:13]=34)=[C:9]([F:36])[CH:8]=2)=[O:37])[CH2:3][CH2:2]1. The catalyst class is: 25. (7) The catalyst class is: 2. Product: [N:7]([C:1]1([O:17][CH2:16][C:15]2[CH:14]=[CH:13][C:12]([N+:9]([O-:11])=[O:10])=[CH:20][CH:19]=2)[CH2:6][CH2:5][CH2:4][CH2:3][CH2:2]1)=[O:8]. Reactant: [C:1]1(=[N:7][OH:8])[CH2:6][CH2:5][CH2:4][CH2:3][CH2:2]1.[N+:9]([C:12]1[CH:20]=[CH:19][C:15]([C:16](O)=[O:17])=[CH:14][CH:13]=1)([O-:11])=[O:10].O.